From a dataset of Full USPTO retrosynthesis dataset with 1.9M reactions from patents (1976-2016). Predict the reactants needed to synthesize the given product. (1) Given the product [CH3:1][C:2]1[CH:11]=[C:10]([CH2:12][CH2:13][CH2:14][CH2:15][CH2:16][CH2:17][CH2:18][CH3:19])[CH:9]=[CH:8][C:3]=1[C:4]([O:6][CH3:7])=[O:5], predict the reactants needed to synthesize it. The reactants are: [CH3:1][C:2]1[CH:11]=[C:10]([C:12]#[C:13][CH2:14][CH2:15][CH2:16][CH2:17][CH2:18][CH3:19])[CH:9]=[CH:8][C:3]=1[C:4]([O:6][CH3:7])=[O:5]. (2) Given the product [Br:20][C:21]1[C:22]([N:27]2[N:31]=[CH:30][CH:29]=[N:28]2)=[C:23]([NH:26][C:17](=[O:19])[CH2:16][N:3]2[C:4]3[C:9](=[CH:8][C:7]([C:12]([F:13])([F:14])[F:15])=[CH:6][CH:5]=3)[CH:10]=[CH:11][C:2]2=[O:1])[S:24][CH:25]=1, predict the reactants needed to synthesize it. The reactants are: [O:1]=[C:2]1[CH:11]=[CH:10][C:9]2[C:4](=[CH:5][CH:6]=[C:7]([C:12]([F:15])([F:14])[F:13])[CH:8]=2)[N:3]1[CH2:16][C:17]([OH:19])=O.[Br:20][C:21]1[C:22]([N:27]2[N:31]=[CH:30][CH:29]=[N:28]2)=[C:23]([NH2:26])[S:24][CH:25]=1. (3) Given the product [N:7]1[C:6]([NH2:5])=[CH:14][N:9]2[CH:10]=[CH:11][N:12]=[CH:13][C:8]=12, predict the reactants needed to synthesize it. The reactants are: FC(F)(F)C([NH:5][C:6]1[N:7]=[C:8]2[CH:13]=[N:12][CH:11]=[CH:10][N:9]2[CH:14]=1)=O.N.O. (4) Given the product [Cl:1][C:2]1[CH:3]=[C:4]2[C:9](=[CH:10][C:11]=1[Cl:12])[N:8]=[CH:7][N:6]=[C:5]2[NH:13][CH2:14][C:15]([N:17]1[CH2:25][CH2:24][C:19](=[O:20])[CH2:18]1)=[O:16], predict the reactants needed to synthesize it. The reactants are: [Cl:1][C:2]1[CH:3]=[C:4]2[C:9](=[CH:10][C:11]=1[Cl:12])[N:8]=[CH:7][N:6]=[C:5]2[NH:13][CH2:14][C:15]([N:17]1[CH2:25][CH2:24][C:19]2(OCC[O:20]2)[CH2:18]1)=[O:16].Cl(O)(=O)(=O)=O. (5) Given the product [CH2:9]([O:11][CH:12]([O:15][CH2:16][CH3:17])[CH2:13][S:8][C:3]1[CH:4]=[CH:5][CH:6]=[CH:7][C:2]=1[F:1])[CH3:10], predict the reactants needed to synthesize it. The reactants are: [F:1][C:2]1[CH:7]=[CH:6][CH:5]=[CH:4][C:3]=1[SH:8].[CH2:9]([O:11][CH:12]([O:15][CH2:16][CH3:17])[CH2:13]Br)[CH3:10].C([O-])([O-])=O.[Cs+].[Cs+]. (6) Given the product [CH3:1][O:2][C:3]([C:5]1[CH:10]=[N:9][CH:8]=[CH:7][N+:6]=1[O-:16])=[O:4], predict the reactants needed to synthesize it. The reactants are: [CH3:1][O:2][C:3]([C:5]1[CH:10]=[N:9][CH:8]=[CH:7][N:6]=1)=[O:4].ClC1C=C(C=CC=1)C(OO)=[O:16].